From a dataset of Experimentally validated miRNA-target interactions with 360,000+ pairs, plus equal number of negative samples. Binary Classification. Given a miRNA mature sequence and a target amino acid sequence, predict their likelihood of interaction. (1) Result: 0 (no interaction). The miRNA is mmu-miR-338-3p with sequence UCCAGCAUCAGUGAUUUUGUUG. The protein sequence of the target gene is MLGTLTPLSSLLLLLLVLVLGCGPRASSGGGAGGAAGYAPVKYIQPMQKGPVGPPFREGKGQYLEMPLPLLPMDLKGEPGPPGKPGPRGPPGPPGFPGKPGMGKPGLHGQPGPAGPPGFSRMGKAGPPGLPGKVGPPGQPGLRGEPGIRGDQGLRGPPGPPGLPGPSGITIPGKPGAQGVPGPPGFQGEPGPQGEPGPPGDRGLKGDNGVGQPGLPGAPGQGGAPGPPGLPGPAGLGKPGLDGLPGAPGDKGESGPPGVPGPRGEPGAVGPKGPPGVDGVGVPGAAGLPGPQGPSGAKGE.... (2) The miRNA is dme-miR-13b-3p with sequence UAUCACAGCCAUUUUGACGAGU. The protein sequence of the target gene is MEGTPPGAAPSSALAAVLKHSSALPPESAQVQGYDFNRGVDYHALLDAYRTTGFQATNFGRAVQQVNAMIEKKLEPLAVDEDHHADLTQSRRPLTGCTIFLGYTSNLISSGIRETIRYLVQHNMVDVLVTTAGGVEEDLIKCLAPTYLGEFSLRGKELRESGINRIGNLLVPNDNYCKFEDWLMPILDQMVLEQNTEGVKWTPSKMISRLGKEINNPDSVYYWAHKNHIPVLSPALTDGSLGDMIFFHSYKNPGLVLDIVEDLRLINTQAIFAKRSGMIILGGGVVKHHIANANLMRNGA.... Result: 0 (no interaction). (3) The miRNA is hsa-miR-144-3p with sequence UACAGUAUAGAUGAUGUACU. The protein sequence of the target gene is MSLVAEAFVSQIAATEPWPENATLYQQLRGEQILLSDNAASLAVQAFLQMCNLPVKVVCRANAEYMSPSGKVPFIHVGNQVVSELGPIVQFVKAKGHSLSDGLDEVQKAEMKAYMELVNNMLLTAELYLQWCDEATVGEITIARYGSPYPWPLNHILAYQKQWEVKRKMKAIGWGNKTLDQVLEDVDQCCQALSQRLGTQPYFFNKQPTELDALVFGHLYTILTTQLTSDELSEKVKNYSNLLAFCRRIEQHYFEDWGKGRLS. Result: 0 (no interaction). (4) The miRNA is hsa-miR-3919 with sequence GCAGAGAACAAAGGACUCAGU. The protein sequence of the target gene is MDPRGTKRGAEKTEVAEPRNKLPRPAPSLPTDPALYSGPFPFYRRPSELGCFSLDAQRQYHGDARALRYYSPPPTNGPGPNFDLRDGYPDRYQPRDEEVQERLDHLLCWLLEHRGRLEGGPGWLAEAIVTWRGHLTKLLTTPYERQEGWQLAASRFQGTLYLSEVETPNARAQRLARPPLLRELMYMGYKFEQYMCADKPGSSPDPSGEVNTNVAFCSVLRSRLGSHPLLFSGEVDCTDPQAPSTQPPTCYVELKTSKEMHSPGQWRSFYRHKLLKWWAQSFLPGVPNVVAGFRNPDGFV.... Result: 0 (no interaction). (5) The miRNA is mmu-miR-466l-3p with sequence UAUAAAUACAUGCACACAUAUU. The protein sequence of the target gene is MPAALVENSQVICEVWASNLEEEMRKIREIVLSYSYIAMDTEFPGVVVRPIGEFRSSIDYQYQLLRCNVDLLKIIQLGLTFTNEKGEYPSGINTWQFNFKFNLTEDMYSQDSIDLLANSGLQFQKHEEEGIDTLHFAELLMTSGVVLCDNVKWLSFHSGYDFGYMVKLLTDSRLPEEEHEFFHILNLFFPSIYDVKYLMKSCKNLKGGLQEVADQLDLQRIGRQHQAGSDSLLTGMAFFRMKELFFEDSIDDAKYCGRLYGLGTGVAQKQNEDVDCAQEKMSILAMINNMQQ. Result: 0 (no interaction).